Dataset: Full USPTO retrosynthesis dataset with 1.9M reactions from patents (1976-2016). Task: Predict the reactants needed to synthesize the given product. (1) Given the product [Br:11][C:8]1[CH:9]=[CH:10][C:5]2[O:4][C:3]([C:12]([NH2:14])=[O:13])=[C:2]([NH:1][C:16]([NH2:17])=[O:15])[C:6]=2[CH:7]=1, predict the reactants needed to synthesize it. The reactants are: [NH2:1][C:2]1[C:6]2[CH:7]=[C:8]([Br:11])[CH:9]=[CH:10][C:5]=2[O:4][C:3]=1[C:12]([NH2:14])=[O:13].[O-:15][C:16]#[N:17].[Na+]. (2) Given the product [Cl:17][C:18]1[CH:19]=[CH:20][C:21]([C:24]2[CH:28]=[C:27]([C:29]([N:8]3[CH2:7][C@H:6]([CH:1]4[CH2:2][CH2:3][CH2:4][CH2:5]4)[NH:11][C:10](=[O:12])[C@@H:9]3[CH2:13][CH:14]([CH3:16])[CH3:15])=[O:30])[O:26][N:25]=2)=[CH:22][CH:23]=1, predict the reactants needed to synthesize it. The reactants are: [CH:1]1([C@@H:6]2[NH:11][C:10](=[O:12])[C@H:9]([CH2:13][CH:14]([CH3:16])[CH3:15])[NH:8][CH2:7]2)[CH2:5][CH2:4][CH2:3][CH2:2]1.[Cl:17][C:18]1[CH:23]=[CH:22][C:21]([C:24]2[CH:28]=[C:27]([C:29](O)=[O:30])[O:26][N:25]=2)=[CH:20][CH:19]=1.C([C@@H]1N(C([C@@H]2C[C@H]2C2C=CC=CC=2)=O)C[C@H](CC(C)C)NC1=O)C(C)C. (3) Given the product [CH3:19][NH:18][C:4]1[C:5]2[N:6]=[C:7]([NH:14][CH2:15][CH2:16][CH3:17])[N:8]=[C:9]([NH:12][CH3:13])[C:10]=2[N:11]=[C:2]([N:23]([CH2:24][CH2:25][OH:26])[CH2:22][CH2:21][OH:20])[N:3]=1, predict the reactants needed to synthesize it. The reactants are: Cl[C:2]1[N:3]=[C:4]([NH:18][CH3:19])[C:5]2[N:6]=[C:7]([NH:14][CH2:15][CH2:16][CH3:17])[N:8]=[C:9]([NH:12][CH3:13])[C:10]=2[N:11]=1.[OH:20][CH2:21][CH2:22][NH:23][CH2:24][CH2:25][OH:26]. (4) Given the product [C:31]([Si:28]([CH3:30])([CH3:29])[O:27][CH:18]1[C:19]([CH3:26])([CH3:25])[C:20](=[O:24])[CH:21]([CH3:22])[CH:40]([OH:41])[CH:39]([CH3:42])[CH2:38][CH2:37][CH2:36][C:2]([CH3:1])=[CH:3][CH2:4][CH:5]([C:6]([CH3:14])=[CH:7][C:8]2[N:9]=[C:10]([CH3:13])[S:11][CH:12]=2)[O:15][C:16](=[O:35])[CH2:17]1)([CH3:33])([CH3:32])[CH3:34], predict the reactants needed to synthesize it. The reactants are: [CH3:1][C:2]([CH2:36][CH2:37][CH2:38][CH:39]([CH3:42])[CH:40]=[O:41])=[CH:3][CH2:4][CH:5]([O:15][C:16](=[O:35])[CH2:17][CH:18]([O:27][Si:28]([C:31]([CH3:34])([CH3:33])[CH3:32])([CH3:30])[CH3:29])[C:19]([CH3:26])([CH3:25])[C:20](=[O:24])[CH:21](Br)[CH3:22])[C:6]([CH3:14])=[CH:7][C:8]1[N:9]=[C:10]([CH3:13])[S:11][CH:12]=1.[Li+].[I-].[NH4+].[Cl-]. (5) Given the product [C:1]([O:5][C:6](=[O:14])[NH:7][CH:8]1[CH2:13][CH2:12][N:11]([C:18]2[CH:19]=[CH:20][C:21]([C:22]([F:24])([F:25])[F:23])=[C:16]([Cl:15])[N:17]=2)[CH2:10][CH2:9]1)([CH3:4])([CH3:2])[CH3:3], predict the reactants needed to synthesize it. The reactants are: [C:1]([O:5][C:6](=[O:14])[NH:7][CH:8]1[CH2:13][CH2:12][NH:11][CH2:10][CH2:9]1)([CH3:4])([CH3:3])[CH3:2].[Cl:15][C:16]1[C:21]([C:22]([F:25])([F:24])[F:23])=[CH:20][CH:19]=[C:18](Cl)[N:17]=1.C(=O)([O-])[O-].[Cs+].[Cs+].O.